Dataset: Catalyst prediction with 721,799 reactions and 888 catalyst types from USPTO. Task: Predict which catalyst facilitates the given reaction. (1) Reactant: [C:1](N1C=CN=C1)(N1C=CN=C1)=[O:2].[C:13]1([CH2:19][S:20]([NH2:23])(=[O:22])=[O:21])[CH:18]=[CH:17][CH:16]=[CH:15][CH:14]=1.FC(F)(F)C(O)=O.FC(F)(F)C(O)=O.[NH2:38][CH:39]1[CH2:42][N:41]([C:43]2[C:54]([C:55]#[N:56])=[CH:53][C:46]([C:47]([O:49][CH:50]([CH3:52])[CH3:51])=[O:48])=[C:45]([CH3:57])[N:44]=2)[CH2:40]1.CCN(C(C)C)C(C)C. Product: [CH:50]([O:49][C:47](=[O:48])[C:46]1[CH:53]=[C:54]([C:55]#[N:56])[C:43]([N:41]2[CH2:40][CH:39]([NH:38][C:1]([NH:23][S:20]([CH2:19][C:13]3[CH:14]=[CH:15][CH:16]=[CH:17][CH:18]=3)(=[O:21])=[O:22])=[O:2])[CH2:42]2)=[N:44][C:45]=1[CH3:57])([CH3:52])[CH3:51]. The catalyst class is: 26. (2) Reactant: [CH3:1][C:2]1[CH:20]=[CH:19][C:5]([C:6]([NH:8][C:9]2[CH:10]=[C:11]3[C:16](=[CH:17][CH:18]=2)[CH2:15][NH:14][CH2:13][CH2:12]3)=[O:7])=[C:4]([N:21]2[CH2:26][CH2:25][CH:24]([CH3:27])[CH2:23][CH2:22]2)[N:3]=1.C(N(CC)CC)C.CS(O[CH2:40][C:41]1[N:45]=[CH:44][N:43]([C:46]([C:59]2[CH:64]=[CH:63][CH:62]=[CH:61][CH:60]=2)([C:53]2[CH:58]=[CH:57][CH:56]=[CH:55][CH:54]=2)[C:47]2[CH:52]=[CH:51][CH:50]=[CH:49][CH:48]=2)[N:42]=1)(=O)=O.O. Product: [CH3:1][C:2]1[CH:20]=[CH:19][C:5]([C:6]([NH:8][C:9]2[CH:10]=[C:11]3[C:16](=[CH:17][CH:18]=2)[CH2:15][N:14]([CH2:40][C:41]2[N:45]=[CH:44][N:43]([C:46]([C:47]4[CH:52]=[CH:51][CH:50]=[CH:49][CH:48]=4)([C:53]4[CH:54]=[CH:55][CH:56]=[CH:57][CH:58]=4)[C:59]4[CH:64]=[CH:63][CH:62]=[CH:61][CH:60]=4)[N:42]=2)[CH2:13][CH2:12]3)=[O:7])=[C:4]([N:21]2[CH2:26][CH2:25][CH:24]([CH3:27])[CH2:23][CH2:22]2)[N:3]=1. The catalyst class is: 7.